Dataset: Forward reaction prediction with 1.9M reactions from USPTO patents (1976-2016). Task: Predict the product of the given reaction. (1) Given the reactants [CH3:1][O:2][C:3](=[O:14])[C:4]1[CH:9]=[CH:8][C:7](F)=[C:6]([N+:11]([O-:13])=[O:12])[CH:5]=1.[CH3:15][NH2:16], predict the reaction product. The product is: [CH3:1][O:2][C:3](=[O:14])[C:4]1[CH:9]=[CH:8][C:7]([NH:16][CH3:15])=[C:6]([N+:11]([O-:13])=[O:12])[CH:5]=1. (2) Given the reactants [C:1](=O)([S:3][CH2:4][P:5]([O:11][CH:12]([CH3:14])[CH3:13])([O:7][CH:8]([CH3:10])[CH3:9])=[O:6])[CH3:2].C[O-].[Na+].Br[CH:20](C)C, predict the reaction product. The product is: [CH:1]([S:3][CH2:4][P:5](=[O:6])([O:11][CH:12]([CH3:14])[CH3:13])[O:7][CH:8]([CH3:10])[CH3:9])([CH3:20])[CH3:2]. (3) Given the reactants O.O.O.O.O.O.[Cl-].[Cr+3:8].[Cl-].[Cl-].[P:11]([O:23][CH2:24][C@H:25]1[O:29][C@@H:28]([N:30]2[C:39]3[N:38]=[CH:37][N:36]=[C:34]([NH2:35])[C:33]=3[N:32]=[CH:31]2)[C@H:27]([OH:40])[C@@H:26]1[OH:41])([O:14][P:15]([O:18][P:19]([OH:22])([OH:21])=[O:20])([OH:17])=[O:16])(=[O:13])[OH:12], predict the reaction product. The product is: [Cr:8].[P:11]([O:23][CH2:24][C@H:25]1[O:29][C@@H:28]([N:30]2[C:39]3[N:38]=[CH:37][N:36]=[C:34]([NH2:35])[C:33]=3[N:32]=[CH:31]2)[C@H:27]([OH:40])[C@@H:26]1[OH:41])([O:14][P:15]([O:18][P:19]([OH:21])([OH:22])=[O:20])([OH:17])=[O:16])(=[O:12])[OH:13]. (4) The product is: [CH:20]([C:23]1[N:24]=[C:25]([CH2:28][CH2:29][C:30]2[CH:42]=[CH:41][N:33]3[C:34](=[O:40])[C:35](/[CH:38]=[C:9](\[CH3:17])/[C:10]([O:12][C:13]([CH3:14])([CH3:15])[CH3:16])=[O:11])=[CH:36][N:37]=[C:32]3[CH:31]=2)[S:26][CH:27]=1)([CH3:22])[CH3:21]. Given the reactants C(OP([CH:9]([CH3:17])[C:10]([O:12][C:13]([CH3:16])([CH3:15])[CH3:14])=[O:11])(OCC)=O)C.[H-].[Na+].[CH:20]([C:23]1[N:24]=[C:25]([CH2:28][CH2:29][C:30]2[CH:42]=[CH:41][N:33]3[C:34](=[O:40])[C:35]([CH:38]=O)=[CH:36][N:37]=[C:32]3[CH:31]=2)[S:26][CH:27]=1)([CH3:22])[CH3:21].C(=O)([O-])O.[Na+], predict the reaction product. (5) Given the reactants [Cl-].[Ca+2].[Cl-].[CH:4]([C:6]1[CH:13]=[CH:12][C:9]([C:10]#[N:11])=[CH:8][CH:7]=1)=O.[C:14](=[O:19])([O:16][CH2:17][CH3:18])[NH2:15].S(=O)(=O)(O)O, predict the reaction product. The product is: [CH2:17]([O:16][C:14](=[O:19])[NH:15][CH:4]([C:6]1[CH:13]=[CH:12][C:9]([C:10]#[N:11])=[CH:8][CH:7]=1)[NH:15][C:14](=[O:19])[O:16][CH2:17][CH3:18])[CH3:18]. (6) Given the reactants [CH3:1][O:2][C:3]([C:5]1[CH:10]=[CH:9][C:8]([C:11]2[CH:16]=[C:15]([N+:17]([O-])=O)[CH:14]=[C:13]([CH2:20][N:21]([CH3:23])[CH3:22])[CH:12]=2)=[CH:7][CH:6]=1)=[O:4], predict the reaction product. The product is: [CH3:1][O:2][C:3]([C:5]1[CH:6]=[CH:7][C:8]([C:11]2[CH:16]=[C:15]([NH2:17])[CH:14]=[C:13]([CH2:20][N:21]([CH3:22])[CH3:23])[CH:12]=2)=[CH:9][CH:10]=1)=[O:4].